From a dataset of Forward reaction prediction with 1.9M reactions from USPTO patents (1976-2016). Predict the product of the given reaction. (1) Given the reactants [CH2:1]([O:3][C:4](=[O:34])[C:5]([O:23][C:24]1[CH:29]=[CH:28][C:27]([C:30]([CH3:33])([CH3:32])[CH3:31])=[CH:26][CH:25]=1)([CH3:22])[CH:6]([C:8]1[CH:13]=[CH:12][C:11]([O:14][CH2:15][C:16]2[CH:21]=[CH:20][CH:19]=[CH:18][CH:17]=2)=[CH:10][CH:9]=1)[OH:7])[CH3:2].N1C=CC=CC=1.[F:41][C:42]([F:53])([F:52])[C:43](O[C:43](=[O:44])[C:42]([F:53])([F:52])[F:41])=[O:44], predict the reaction product. The product is: [CH2:1]([O:3][C:4](=[O:34])[C:5]([O:23][C:24]1[CH:29]=[CH:28][C:27]([C:30]([CH3:33])([CH3:32])[CH3:31])=[CH:26][CH:25]=1)([CH3:22])[CH:6]([C:8]1[CH:9]=[CH:10][C:11]([O:14][CH2:15][C:16]2[CH:21]=[CH:20][CH:19]=[CH:18][CH:17]=2)=[CH:12][CH:13]=1)[O:7][C:43](=[O:44])[C:42]([F:53])([F:52])[F:41])[CH3:2]. (2) Given the reactants C([O:9][C@@H:10]1[C@H:14]([CH2:15][O:16]C(=O)C2C=CC=CC=2)[O:13][C@H:12]([N:25]2[CH:32]=[CH:31][C:29](=[O:30])[NH:28][C:26]2=[O:27])[C@H:11]1O)(=O)C1C=CC=CC=1, predict the reaction product. The product is: [C@H:12]1([N:25]2[CH:32]=[CH:31][C:29](=[O:30])[NH:28][C:26]2=[O:27])[O:13][C@@H:14]([CH2:15][OH:16])[C@@H:10]([OH:9])[CH2:11]1. (3) Given the reactants [CH3:1][N:2]([CH2:14][C:15]1[CH:20]=[CH:19][CH:18]=[C:17]([C:21]2[CH:22]=[N:23][C:24]([N:27]3[CH2:32][CH2:31][NH:30][CH2:29][CH2:28]3)=[N:25][CH:26]=2)[CH:16]=1)[C:3](=[O:13])[CH2:4][NH:5][C:6](=[O:12])[O:7][C:8]([CH3:11])([CH3:10])[CH3:9].[O:33]1[C:37](=[O:38])[CH2:36][CH2:35][C:34]1=[O:39].C([O-])([O-])=O.[K+].[K+].Cl, predict the reaction product. The product is: [C:8]([O:7][C:6]([NH:5][CH2:4][C:3]([N:2]([CH2:14][C:15]1[CH:16]=[C:17]([C:21]2[CH:22]=[N:23][C:24]([N:27]3[CH2:32][CH2:31][N:30]([C:37](=[O:38])[CH2:36][CH2:35][C:34]([OH:39])=[O:33])[CH2:29][CH2:28]3)=[N:25][CH:26]=2)[CH:18]=[CH:19][CH:20]=1)[CH3:1])=[O:13])=[O:12])([CH3:11])([CH3:9])[CH3:10]. (4) Given the reactants [C:1]([C:5]1[CH:10]=[CH:9][C:8]([C:11]2[S:12][C:13]([C:35](O)=[O:36])=[C:14]([CH2:16][N:17]([CH2:24][C:25]3[CH:30]=[CH:29][C:28]([O:31][CH3:32])=[CH:27][C:26]=3[O:33][CH3:34])[CH2:18][C:19]([O:21][CH2:22][CH3:23])=[O:20])[N:15]=2)=[CH:7][CH:6]=1)([CH3:4])([CH3:3])[CH3:2].CC(C)([O-])C.[K+], predict the reaction product. The product is: [CH2:22]([O:21][C:19]([CH:18]1[N:17]([CH2:24][C:25]2[CH:30]=[CH:29][C:28]([O:31][CH3:32])=[CH:27][C:26]=2[O:33][CH3:34])[CH2:16][C:14]2[N:15]=[C:11]([C:8]3[CH:9]=[CH:10][C:5]([C:1]([CH3:3])([CH3:4])[CH3:2])=[CH:6][CH:7]=3)[S:12][C:13]=2[C:35]1=[O:36])=[O:20])[CH3:23]. (5) Given the reactants [CH:1]1([C@H:4]2[C@H:13]([CH3:14])[C@@H:12]([NH:15][C:16]3[N:21]=[CH:20][CH:19]=[CH:18][N:17]=3)[C:11]3[C:6](=[CH:7][CH:8]=[C:9]([OH:22])[CH:10]=3)[N:5]2[C:23](=[O:25])[CH3:24])[CH2:3][CH2:2]1.Br[CH2:27][CH2:28][OH:29].C(=O)([O-])[O-].[K+].[K+], predict the reaction product. The product is: [CH:1]1([C@H:4]2[C@H:13]([CH3:14])[C@@H:12]([NH:15][C:16]3[N:21]=[CH:20][CH:19]=[CH:18][N:17]=3)[C:11]3[C:6](=[CH:7][CH:8]=[C:9]([O:22][CH2:27][CH2:28][OH:29])[CH:10]=3)[N:5]2[C:23](=[O:25])[CH3:24])[CH2:2][CH2:3]1. (6) Given the reactants [CH3:1][Si:2]([CH3:14])([CH3:13])[O:3][Si:4]([CH3:12])(OC)[O:5][Si:6]([CH3:9])([CH3:8])[CH3:7].[C:15]([OH:18])(=[O:17])[CH3:16].CN(C)C=O, predict the reaction product. The product is: [CH3:12][Si:4]([O:5][Si:6]([CH3:7])([CH3:9])[CH3:8])([O:17][C:15](=[O:18])[CH3:16])[O:3][Si:2]([CH3:13])([CH3:1])[CH3:14]. (7) Given the reactants [CH3:1][NH:2][S:3]([C:6]1[C:7]([N:12]2[CH2:17][CH2:16][NH:15][CH2:14][CH2:13]2)=[N:8][CH:9]=[CH:10][CH:11]=1)(=[O:5])=[O:4].Cl[C:19]1[NH:23][C:22]2[CH:24]=[C:25]([C:37]([F:40])([F:39])[F:38])[CH:26]=[C:27]([C:28]3[CH:33]=[C:32]([F:34])[C:31]([F:35])=[C:30]([F:36])[CH:29]=3)[C:21]=2[N:20]=1, predict the reaction product. The product is: [CH3:1][NH:2][S:3]([C:6]1[C:7]([N:12]2[CH2:17][CH2:16][N:15]([C:19]3[NH:20][C:21]4[C:27]([C:28]5[CH:29]=[C:30]([F:36])[C:31]([F:35])=[C:32]([F:34])[CH:33]=5)=[CH:26][C:25]([C:37]([F:40])([F:38])[F:39])=[CH:24][C:22]=4[N:23]=3)[CH2:14][CH2:13]2)=[N:8][CH:9]=[CH:10][CH:11]=1)(=[O:5])=[O:4].